From a dataset of Reaction yield outcomes from USPTO patents with 853,638 reactions. Predict the reaction yield, written as a fraction of the theoretical maximum amount of product (1.0 means a 100% yield; for example, 0.34 means a 34% yield). (1) The reactants are [CH:1]1([N:4]2[C:8]([C:9]3[S:19][C:12]4[N:13]=[CH:14][N:15]=[C:16](SC)[C:11]=4[CH:10]=3)=[C:7]([C:20]3[CH:25]=[CH:24][CH:23]=[CH:22][CH:21]=3)[N:6]=[CH:5]2)[CH2:3][CH2:2]1.[NH3:26].[NH4+].[Cl-]. The catalyst is O1CCOCC1.C(Cl)Cl.O. The product is [CH:1]1([N:4]2[C:8]([C:9]3[S:19][C:12]4[N:13]=[CH:14][N:15]=[C:16]([NH2:26])[C:11]=4[CH:10]=3)=[C:7]([C:20]3[CH:21]=[CH:22][CH:23]=[CH:24][CH:25]=3)[N:6]=[CH:5]2)[CH2:3][CH2:2]1. The yield is 0.350. (2) The reactants are N(C(OCC)=O)=NC(OCC)=O.[Br:13][C:14]1[CH:33]=[CH:32][C:17]([NH:18][C:19]2[C:28]3[C:23](=[CH:24][C:25]([OH:31])=[C:26]([O:29][CH3:30])[CH:27]=3)[N:22]=[CH:21][N:20]=2)=[C:16]([F:34])[CH:15]=1.C1(P(C2C=CC=CC=2)C2C=CC=CC=2)C=CC=CC=1.[O:54]=[S:55]1(=[O:65])[CH2:60][CH2:59][N:58]([CH2:61][CH2:62][CH2:63]O)[CH2:57][CH2:56]1.C(Cl)[Cl:67]. No catalyst specified. The product is [ClH:67].[Br:13][C:14]1[CH:33]=[CH:32][C:17]([NH:18][C:19]2[C:28]3[C:23](=[CH:24][C:25]([O:31][CH2:63][CH2:62][CH2:61][N:58]4[CH2:57][CH2:56][S:55](=[O:65])(=[O:54])[CH2:60][CH2:59]4)=[C:26]([O:29][CH3:30])[CH:27]=3)[N:22]=[CH:21][N:20]=2)=[C:16]([F:34])[CH:15]=1. The yield is 0.470. (3) The reactants are [N:1]1[C:9]([NH2:10])=[C:8]2[C:4]([NH:5][CH:6]=[N:7]2)=[N:3][CH:2]=1.[H-].[Na+].Br[CH2:14][C:15]1[N:16]([C:27]2[CH:32]=[CH:31][CH:30]=[CH:29][C:28]=2[CH3:33])[C:17](=[O:26])[C:18]2[C:23]([CH:24]=1)=[CH:22][CH:21]=[CH:20][C:19]=2[CH3:25]. The catalyst is CN(C=O)C. The product is [NH2:10][C:9]1[N:1]=[CH:2][N:3]=[C:4]2[C:8]=1[N:7]=[CH:6][N:5]2[CH2:14][C:15]1[N:16]([C:27]2[CH:32]=[CH:31][CH:30]=[CH:29][C:28]=2[CH3:33])[C:17](=[O:26])[C:18]2[C:23]([CH:24]=1)=[CH:22][CH:21]=[CH:20][C:19]=2[CH3:25]. The yield is 0.700. (4) The reactants are [Cl:1][C:2]1[CH:7]=[CH:6][C:5]([C@@H:8]2[CH2:12][CH2:11][CH2:10][N:9]2[C:13]([C:15]2[CH:24]=[CH:23][C:22]3[C:17](=[C:18]([CH3:25])[CH:19]=[N:20][CH:21]=3)[N:16]=2)=[O:14])=[CH:4][CH:3]=1.ClC1C=C(C=CC=1)C(OO)=O.C([O-])(O)=O.[Na+].C1(C)C=CC(S(Cl)(=O)=O)=CC=1.C(C[NH2:56])O. The catalyst is ClCCl.O. The product is [NH2:56][C:21]1[N:20]=[CH:19][C:18]([CH3:25])=[C:17]2[C:22]=1[CH:23]=[CH:24][C:15]([C:13]([N:9]1[CH2:10][CH2:11][CH2:12][C@H:8]1[C:5]1[CH:6]=[CH:7][C:2]([Cl:1])=[CH:3][CH:4]=1)=[O:14])=[N:16]2. The yield is 0.170. (5) The reactants are [CH2:1]([O:8][CH2:9][C:10]1([C:23](=[O:37])[NH:24][C:25]2[CH:30]=[CH:29][CH:28]=[C:27]([O:31][C:32](=[O:36])[N:33]([CH3:35])[CH3:34])[CH:26]=2)[CH2:15][CH2:14][N:13](C(OC(C)(C)C)=O)[CH2:12][CH2:11]1)[C:2]1[CH:7]=[CH:6][CH:5]=[CH:4][CH:3]=1.Cl.C([O-])(O)=O.[Na+]. The catalyst is C(O)(C)C. The product is [CH3:34][N:33]([CH3:35])[C:32](=[O:36])[O:31][C:27]1[CH:28]=[CH:29][CH:30]=[C:25]([NH:24][C:23]([C:10]2([CH2:9][O:8][CH2:1][C:2]3[CH:3]=[CH:4][CH:5]=[CH:6][CH:7]=3)[CH2:11][CH2:12][NH:13][CH2:14][CH2:15]2)=[O:37])[CH:26]=1. The yield is 1.00. (6) The reactants are CC(C)C[CH:4]([C:8]1[CH:13]=[C:12]([C:14]2[CH:19]=[CH:18][C:17]([C:20]([F:23])([F:22])[F:21])=[CH:16][CH:15]=2)[N:11]=[C:10]([N:24]([CH2:35][CH2:36][CH:37]([CH3:39])[CH3:38])[C:25]2[CH:30]=[CH:29][C:28]([C:31]([F:34])([F:33])[F:32])=[CH:27][CH:26]=2)[CH:9]=1)[C:5]([OH:7])=[O:6].C1COCC1.C(O)(=O)CC(CC(O)=O)(C(O)=O)O. The catalyst is [OH-].[Na+]. The product is [CH3:38][CH:37]([CH3:39])[CH2:36][CH2:35][N:24]([C:25]1[CH:26]=[CH:27][C:28]([C:31]([F:34])([F:32])[F:33])=[CH:29][CH:30]=1)[C:10]1[CH:9]=[C:8]([CH2:4][C:5]([OH:7])=[O:6])[CH:13]=[C:12]([C:14]2[CH:15]=[CH:16][C:17]([C:20]([F:22])([F:23])[F:21])=[CH:18][CH:19]=2)[N:11]=1. The yield is 0.590.